Predict the reactants needed to synthesize the given product. From a dataset of Full USPTO retrosynthesis dataset with 1.9M reactions from patents (1976-2016). (1) Given the product [CH:1]([O:4][C:5]([N:7]1[CH:12]([CH2:13][CH3:14])[CH2:11][CH:10]([N:15]([CH2:23][C:24]2[CH:29]=[C:28]([C:30]([F:32])([F:31])[F:33])[CH:27]=[C:26]([Cl:34])[CH:25]=2)[C:16]2[N:17]=[CH:18][C:19]([O:22][CH2:38][CH2:39][OH:40])=[CH:20][N:21]=2)[CH2:9][CH:8]1[CH2:35][CH3:36])=[O:6])([CH3:3])[CH3:2], predict the reactants needed to synthesize it. The reactants are: [CH:1]([O:4][C:5]([N:7]1[CH:12]([CH2:13][CH3:14])[CH2:11][CH:10]([N:15]([CH2:23][C:24]2[CH:29]=[C:28]([C:30]([F:33])([F:32])[F:31])[CH:27]=[C:26]([Cl:34])[CH:25]=2)[C:16]2[N:21]=[CH:20][C:19]([OH:22])=[CH:18][N:17]=2)[CH2:9][CH:8]1[CH2:35][CH3:36])=[O:6])([CH3:3])[CH3:2].Br[CH2:38][CH2:39][OH:40].C(=O)([O-])[O-].[K+].[K+].O. (2) Given the product [Br:27][C:28]1[CH:33]=[CH:32][C:31]([N:34]2[C:10]([NH2:11])=[C:9]([N:8]=[N:7][C:1]3[CH:6]=[CH:5][CH:4]=[CH:3][CH:2]=3)[C:12]([NH2:13])=[N:35]2)=[CH:30][CH:29]=1, predict the reactants needed to synthesize it. The reactants are: [C:1]1([NH:7][N:8]=[C:9]([C:12]#[N:13])[C:10]#[N:11])[CH:6]=[CH:5][CH:4]=[CH:3][CH:2]=1.NC1C=CC=CC=1.C(#N)CC#N.Cl.[Br:27][C:28]1[CH:33]=[CH:32][C:31]([NH:34][NH2:35])=[CH:30][CH:29]=1.[OH-].[Na+]. (3) Given the product [Cl:1][C:2]1[C:3]2[N:4]([C:24]([CH2:25][C:26]([F:29])([F:28])[F:27])=[N:23][N:22]=2)[N:5]=[CH:6][C:7]=1[N:8]1[CH2:13][CH2:12][CH:11]([C:14]2[CH:19]=[C:18]([Cl:20])[CH:17]=[C:16]([Cl:21])[CH:15]=2)[CH2:10][CH2:9]1, predict the reactants needed to synthesize it. The reactants are: [Cl:1][C:2]1[C:7]([N:8]2[CH2:13][CH2:12][CH:11]([C:14]3[CH:19]=[C:18]([Cl:20])[CH:17]=[C:16]([Cl:21])[CH:15]=3)[CH2:10][CH2:9]2)=[CH:6][N:5]=[N:4][C:3]=1[NH:22][NH:23][C:24](=O)[CH2:25][C:26]([F:29])([F:28])[F:27].P(Cl)(Cl)(Cl)=O. (4) Given the product [Cl:1][C:2]1[CH:7]=[C:6]([C:8]([F:11])([F:10])[F:9])[CH:5]=[C:4]([NH2:12])[C:3]=1[NH:15][CH3:16], predict the reactants needed to synthesize it. The reactants are: [Cl:1][C:2]1[CH:7]=[C:6]([C:8]([F:11])([F:10])[F:9])[CH:5]=[C:4]([N+:12]([O-])=O)[C:3]=1[NH:15][CH3:16].[H][H]. (5) Given the product [F:10][C:9]([F:12])([F:11])[O:8][C:4]1[CH:3]=[C:2]([N:13]2[CH:17]=[C:16]([CH2:18][C:19]([O:21][CH3:22])=[O:20])[N:15]=[CH:14]2)[CH:7]=[CH:6][CH:5]=1, predict the reactants needed to synthesize it. The reactants are: Br[C:2]1[CH:7]=[CH:6][CH:5]=[C:4]([O:8][C:9]([F:12])([F:11])[F:10])[CH:3]=1.[NH:13]1[CH:17]=[C:16]([CH2:18][C:19]([O:21][CH3:22])=[O:20])[N:15]=[CH:14]1.N1C=CC=CC=1C(O)=O.C([O-])([O-])=O.[Cs+].[Cs+]. (6) Given the product [CH2:1]1[C:5]2[CH:6]=[CH:7][C:8]([NH:10][CH:11]=[O:12])=[CH:9][C:4]=2[CH2:3][O:2]1, predict the reactants needed to synthesize it. The reactants are: [CH2:1]1[C:5]2[CH:6]=[CH:7][C:8]([NH2:10])=[CH:9][C:4]=2[CH2:3][O:2]1.[CH:11](O)=[O:12]. (7) Given the product [CH2:1]([O:8][C:9]1[C:10]([CH2:18][C:17]([F:21])([F:20])[F:16])=[N:11][CH:12]=[CH:13][CH:14]=1)[C:2]1[CH:7]=[CH:6][CH:5]=[CH:4][CH:3]=1, predict the reactants needed to synthesize it. The reactants are: [CH2:1]([O:8][C:9]1[C:10](Cl)=[N:11][CH:12]=[CH:13][CH:14]=1)[C:2]1[CH:7]=[CH:6][CH:5]=[CH:4][CH:3]=1.[F:16][C:17]([F:21])([F:20])[CH2:18]O.[H-].[Na+]. (8) The reactants are: [CH:1]1([C:4]2[C:5](OS(C(F)(F)F)(=O)=O)=[CH:6][C:7]([O:14][CH2:15][CH3:16])=[C:8]([CH:13]=2)[C:9]([O:11][CH3:12])=[O:10])[CH2:3][CH2:2]1.[C:25]1(B(O)O)[CH:30]=[CH:29][CH:28]=[CH:27][CH:26]=1.C1(P(C2CCCCC2)C2C=CC=CC=2C2C(OC)=CC=CC=2OC)CCCCC1.C(=O)([O-])[O-].[Na+].[Na+]. Given the product [CH:1]1([C:4]2[CH:13]=[C:8]([C:9]([O:11][CH3:12])=[O:10])[C:7]([O:14][CH2:15][CH3:16])=[CH:6][C:5]=2[C:25]2[CH:30]=[CH:29][CH:28]=[CH:27][CH:26]=2)[CH2:3][CH2:2]1, predict the reactants needed to synthesize it. (9) Given the product [F:8][C:9]1[CH:17]=[C:16]([C:18]2[N:22]=[C:21]([C:23]3[CH:28]=[CH:27][C:26]([C:29]4[CH:34]=[CH:33][CH:32]=[CH:31][C:30]=4[CH3:35])=[C:25]([CH2:36][O:37][CH3:38])[CH:24]=3)[O:20][N:19]=2)[CH:15]=[CH:14][C:10]=1[C:11]([N:44]([CH3:45])[CH2:43][C:42]([O:41][CH3:40])=[O:46])=[O:12], predict the reactants needed to synthesize it. The reactants are: CN1CCOCC1.[F:8][C:9]1[CH:17]=[C:16]([C:18]2[N:22]=[C:21]([C:23]3[CH:28]=[CH:27][C:26]([C:29]4[CH:34]=[CH:33][CH:32]=[CH:31][C:30]=4[CH3:35])=[C:25]([CH2:36][O:37][CH3:38])[CH:24]=3)[O:20][N:19]=2)[CH:15]=[CH:14][C:10]=1[C:11](Cl)=[O:12].Cl.[CH3:40][O:41][C:42](=[O:46])[CH2:43][NH:44][CH3:45].[N-]=C=O. (10) The reactants are: [F:1][C:2]([F:13])([F:12])[C:3]1[CH:11]=[N:10][CH:9]=[CH:8][C:4]=1[C:5](O)=[O:6].S(Cl)([Cl:16])=O. Given the product [F:1][C:2]([F:13])([F:12])[C:3]1[CH:11]=[N:10][CH:9]=[CH:8][C:4]=1[C:5]([Cl:16])=[O:6], predict the reactants needed to synthesize it.